Dataset: Full USPTO retrosynthesis dataset with 1.9M reactions from patents (1976-2016). Task: Predict the reactants needed to synthesize the given product. (1) Given the product [CH2:28]([O:27][C:25](=[O:26])[CH2:24][C:23]1[C:2]2[CH:6]=[CH:5][S:4][C:3]=2[N:7]([C:8]([O:9][C:10]([CH3:13])([CH3:12])[CH3:11])=[O:14])[CH:22]=1)[CH3:29], predict the reactants needed to synthesize it. The reactants are: Br[C:2]1[CH:6]=[CH:5][S:4][C:3]=1[NH:7][C:8](=[O:14])[O:9][C:10]([CH3:13])([CH3:12])[CH3:11].C([O-])([O-])=O.[K+].[K+].Br[CH2:22]/[CH:23]=[CH:24]/[C:25]([O:27][CH2:28][CH3:29])=[O:26].C1(P(C2C=CC=CC=2)C2C=CC=CC=2)C=CC=CC=1. (2) The reactants are: [OH:1][C:2]1[CH:10]=[CH:9][CH:8]=[CH:7][C:3]=1[C:4]([OH:6])=O.[NH2:11][C:12]1[CH:13]=[C:14]([C:18]2[N:23]=[C:22]([NH2:24])[N:21]=[C:20]([NH:25][CH3:26])[CH:19]=2)[CH:15]=[CH:16][CH:17]=1.C1(N=C=NC2CCCCC2)CCCCC1. Given the product [NH2:24][C:22]1[N:23]=[C:18]([C:14]2[CH:13]=[C:12]([NH:11][C:4](=[O:6])[C:3]3[CH:7]=[CH:8][CH:9]=[CH:10][C:2]=3[OH:1])[CH:17]=[CH:16][CH:15]=2)[CH:19]=[C:20]([NH:25][CH3:26])[N:21]=1, predict the reactants needed to synthesize it. (3) Given the product [OH:8][C:6]1[CH:5]=[CH:4][C:3]([S:9](=[O:10])(=[O:11])[NH:12][C:13]2[CH:14]=[CH:15][C:16]3[CH2:20][O:19][B:18]([OH:21])[C:17]=3[CH:22]=2)=[C:2]([NH:1][C:24](=[O:25])[O:26][CH2:27][CH2:28][O:29][CH3:30])[CH:7]=1, predict the reactants needed to synthesize it. The reactants are: [NH2:1][C:2]1[CH:7]=[C:6]([OH:8])[CH:5]=[CH:4][C:3]=1[S:9]([NH:12][C:13]1[CH:14]=[CH:15][C:16]2[CH2:20][O:19][B:18]([OH:21])[C:17]=2[CH:22]=1)(=[O:11])=[O:10].Cl[C:24]([O:26][CH2:27][CH2:28][O:29][CH3:30])=[O:25].OC1C=CC(S(=O)(=O)NC2C=CC3COB(O)C=3C=2)=C(NC(=O)COC2C=CC=CC=2)C=1. (4) The reactants are: [CH2:1]([NH2:8])[C:2]1[CH:7]=[CH:6][CH:5]=[CH:4][CH:3]=1.[C:9]([O:13][C:14]1[CH:19]=[C:18]([C:20]2[C:29]3[C:24](=[C:25]([C:30]4[CH:35]=[CH:34][CH:33]=[CH:32][CH:31]=4)[CH:26]=[CH:27][CH:28]=3)[C:23](Cl)=[N:22][N:21]=2)[CH:17]=[CH:16][N:15]=1)([CH3:12])([CH3:11])[CH3:10]. Given the product [CH2:1]([NH:8][C:23]1[C:24]2[C:29](=[CH:28][CH:27]=[CH:26][C:25]=2[C:30]2[CH:31]=[CH:32][CH:33]=[CH:34][CH:35]=2)[C:20]([C:18]2[CH:17]=[CH:16][N:15]=[C:14]([O:13][C:9]([CH3:12])([CH3:11])[CH3:10])[CH:19]=2)=[N:21][N:22]=1)[C:2]1[CH:7]=[CH:6][CH:5]=[CH:4][CH:3]=1, predict the reactants needed to synthesize it. (5) Given the product [CH3:1][C:2]([CH3:10])([C:4](=[O:9])[CH2:5][C:6](=[N:18][CH2:17][CH2:16][O:15][CH2:14][CH2:13][N:12]([CH3:19])[CH3:11])[CH3:7])[CH3:3], predict the reactants needed to synthesize it. The reactants are: [CH3:1][C:2]([CH3:10])([C:4](=[O:9])[CH2:5][C:6](=O)[CH3:7])[CH3:3].[CH3:11][N:12]([CH3:19])[CH2:13][CH2:14][O:15][CH2:16][CH2:17][NH2:18].S([O-])([O-])(=O)=O.[Na+].[Na+]. (6) Given the product [N+:20]([C:18]1[CH:17]=[CH:16][C:15]2[O:23][C:6](=[O:7])[NH:8][C:9]=2[CH:10]=1)([O-:22])=[O:21], predict the reactants needed to synthesize it. The reactants are: C1N=CN([C:6]([N:8]2C=N[CH:10]=[CH:9]2)=[O:7])C=1.NC1C=[C:18]([N+:20]([O-:22])=[O:21])[CH:17]=[CH:16][C:15]=1[OH:23]. (7) Given the product [CH3:27]/[C:12](/[CH2:11][CH2:1]/[CH:2]=[C:3](\[CH2:5][OH:29])/[CH3:4])=[CH:13]\[CH2:14][CH2:15]/[C:16](/[CH3:26])=[CH:17]/[CH2:18][S:19][CH2:20][C@H:21]([NH2:22])[C:23]([OH:25])=[O:24], predict the reactants needed to synthesize it. The reactants are: [CH2:1]([CH2:11]/[C:12](/[CH3:27])=[CH:13]/[CH2:14][CH2:15]/[C:16](/[CH3:26])=[CH:17]/[CH2:18][S:19][CH2:20][C@@H:21]([C:23]([OH:25])=[O:24])[NH2:22])/[CH:2]=[C:3](/[CH2:5]CC=C(C)C)\[CH3:4].C[O:29]C(=O)[C@H](CS)N.